This data is from Peptide-MHC class II binding affinity with 134,281 pairs from IEDB. The task is: Regression. Given a peptide amino acid sequence and an MHC pseudo amino acid sequence, predict their binding affinity value. This is MHC class II binding data. (1) The peptide sequence is KSAFQSSIASGFVGL. The MHC is DRB1_0901 with pseudo-sequence DRB1_0901. The binding affinity (normalized) is 0.405. (2) The peptide sequence is NVQSLGWNIITFKDK. The MHC is HLA-DQA10303-DQB10402 with pseudo-sequence HLA-DQA10303-DQB10402. The binding affinity (normalized) is 0.339. (3) The peptide sequence is QLQPSLQTGSEELRSLY. The MHC is DRB1_0401 with pseudo-sequence DRB1_0401. The binding affinity (normalized) is 0.186. (4) The peptide sequence is YQDLELSWNLNGLQAY. The MHC is DRB1_1302 with pseudo-sequence DRB1_1302. The binding affinity (normalized) is 0.560. (5) The peptide sequence is YDKFLANESTVLTGK. The MHC is DRB1_0405 with pseudo-sequence DRB1_0405. The binding affinity (normalized) is 0.478.